Dataset: Full USPTO retrosynthesis dataset with 1.9M reactions from patents (1976-2016). Task: Predict the reactants needed to synthesize the given product. Given the product [Cl:1][C:2]1[CH:7]=[CH:6][C:5]([Cl:8])=[CH:4][C:3]=1[C:9]1[C:10]([NH2:15])=[CH:11][N:12]([CH3:13])[N:28]=1, predict the reactants needed to synthesize it. The reactants are: [Cl:1][C:2]1[CH:7]=[CH:6][C:5]([Cl:8])=[CH:4][C:3]=1[C:9](=O)[C:10]([N:15]1C(=O)C2C(=CC=CC=2)C1=O)=[CH:11][N:12](C)[CH3:13].C[NH:28]N.